Dataset: Full USPTO retrosynthesis dataset with 1.9M reactions from patents (1976-2016). Task: Predict the reactants needed to synthesize the given product. (1) Given the product [CH2:1]([O:8][C:9]([N:11]1[CH2:16][C@H:15]([O:17][CH2:18][C:19]2[CH:20]=[CH:21][C:22]3[O:27][CH2:26][CH2:25][N:24]([CH2:28][CH2:29][CH2:30][O:31][CH3:32])[C:23]=3[CH:33]=2)[C@@H:14]([C:34]2[CH:39]=[CH:38][C:37]([O:40][CH3:41])=[CH:36][CH:35]=2)[CH2:13][C@H:12]1[CH2:42][CH2:43][N:49]=[N+:50]=[N-:51])=[O:10])[C:2]1[CH:7]=[CH:6][CH:5]=[CH:4][CH:3]=1, predict the reactants needed to synthesize it. The reactants are: [CH2:1]([O:8][C:9]([N:11]1[CH2:16][C@H:15]([O:17][CH2:18][C:19]2[CH:20]=[CH:21][C:22]3[O:27][CH2:26][CH2:25][N:24]([CH2:28][CH2:29][CH2:30][O:31][CH3:32])[C:23]=3[CH:33]=2)[C@@H:14]([C:34]2[CH:39]=[CH:38][C:37]([O:40][CH3:41])=[CH:36][CH:35]=2)[CH2:13][C@H:12]1[CH2:42][CH2:43]OS(C)(=O)=O)=[O:10])[C:2]1[CH:7]=[CH:6][CH:5]=[CH:4][CH:3]=1.[N-:49]=[N+:50]=[N-:51].[Na+]. (2) Given the product [NH2:32][C:28]1[CH:27]=[C:26]([S:23]([NH:22][C:20]([C:8]2[C:9]([C:11]3[C:12]([CH3:19])=[CH:13][C:14]([CH3:18])=[CH:15][C:16]=3[CH3:17])=[N:10][C:5]([C:1]([CH3:4])([CH3:3])[CH3:2])=[CH:6][CH:7]=2)=[O:21])(=[O:25])=[O:24])[CH:31]=[CH:30][CH:29]=1, predict the reactants needed to synthesize it. The reactants are: [C:1]([C:5]1[N:10]=[C:9]([C:11]2[C:16]([CH3:17])=[CH:15][C:14]([CH3:18])=[CH:13][C:12]=2[CH3:19])[C:8]([C:20]([NH:22][S:23]([C:26]2[CH:31]=[CH:30][CH:29]=[C:28]([N+:32]([O-])=O)[CH:27]=2)(=[O:25])=[O:24])=[O:21])=[CH:7][CH:6]=1)([CH3:4])([CH3:3])[CH3:2]. (3) Given the product [Cl:1][C:2]1[CH:7]=[C:6]([OH:8])[CH:5]=[CH:4][C:3]=1[CH:10]([CH3:30])[C:11]([C:17]1[CH:18]=[CH:19][C:20]2[O:25][CH2:24][C:23](=[O:26])[N:22]([CH2:27][CH3:28])[C:21]=2[CH:29]=1)([OH:16])[C:12]([F:13])([F:14])[F:15], predict the reactants needed to synthesize it. The reactants are: [Cl:1][C:2]1[CH:7]=[C:6]([O:8]C)[CH:5]=[CH:4][C:3]=1[CH:10]([CH3:30])[C:11]([C:17]1[CH:18]=[CH:19][C:20]2[O:25][CH2:24][C:23](=[O:26])[N:22]([CH2:27][CH3:28])[C:21]=2[CH:29]=1)([OH:16])[C:12]([F:15])([F:14])[F:13].B(Br)(Br)Br. (4) Given the product [CH2:1]([O:3][C:4](=[O:13])[C:5]1[CH:10]=[CH:9][C:8]([O:11][CH:20]([CH3:22])[CH3:21])=[C:7]([OH:12])[CH:6]=1)[CH3:2], predict the reactants needed to synthesize it. The reactants are: [CH2:1]([O:3][C:4](=[O:13])[C:5]1[CH:10]=[CH:9][C:8]([OH:11])=[C:7]([OH:12])[CH:6]=1)[CH3:2].C(=O)([O-])[O-].[K+].[K+].[CH:20](Br)([CH3:22])[CH3:21]. (5) Given the product [Cl:24][C:21]1[CH:22]=[CH:23][C:18]([CH:12]([C:9]2[CH:10]=[C:11]3[C:6](=[CH:7][CH:8]=2)[N:5]=[CH:4][CH:3]=[C:2]3/[CH:25]=[CH:26]/[C:27]2[CH:32]=[CH:31][CH:30]=[CH:29][CH:28]=2)[C:13]2[S:14][CH:15]=[CH:16][N:17]=2)=[CH:19][CH:20]=1, predict the reactants needed to synthesize it. The reactants are: Br[C:2]1[C:11]2[C:6](=[CH:7][CH:8]=[C:9]([CH:12]([C:18]3[CH:23]=[CH:22][C:21]([Cl:24])=[CH:20][CH:19]=3)[C:13]3[S:14][CH:15]=[CH:16][N:17]=3)[CH:10]=2)[N:5]=[CH:4][CH:3]=1.[CH:25](/B(O)O)=[CH:26]\[C:27]1[CH:32]=[CH:31][CH:30]=[CH:29][CH:28]=1.COC1C=CC=C(OC)C=1C1C=CC=CC=1P(C1CCCCC1)C1CCCCC1.[O-]P([O-])([O-])=O.[K+].[K+].[K+]. (6) Given the product [NH2:22][C:4]1[CH:5]=[C:6]2[C:11](=[C:2]([Br:1])[CH:3]=1)[N:10]=[CH:9][C:8]([C:12]#[N:13])=[C:7]2[NH:14][CH:15]1[CH2:16][CH2:17][CH2:18][CH2:19][CH2:20][CH2:21]1, predict the reactants needed to synthesize it. The reactants are: [Br:1][C:2]1[CH:3]=[C:4]([N+:22]([O-])=O)[CH:5]=[C:6]2[C:11]=1[N:10]=[CH:9][C:8]([C:12]#[N:13])=[C:7]2[NH:14][CH:15]1[CH2:21][CH2:20][CH2:19][CH2:18][CH2:17][CH2:16]1.O.O.[Sn](Cl)(Cl)(Cl)Cl.